This data is from TCR-epitope binding with 47,182 pairs between 192 epitopes and 23,139 TCRs. The task is: Binary Classification. Given a T-cell receptor sequence (or CDR3 region) and an epitope sequence, predict whether binding occurs between them. (1) The epitope is FLRGRAYGL. The TCR CDR3 sequence is CASSQWQGYEQYF. Result: 0 (the TCR does not bind to the epitope). (2) The epitope is MPASWVMRI. The TCR CDR3 sequence is CASSQVLTVSSYNEQFF. Result: 1 (the TCR binds to the epitope). (3) The epitope is GLNKIVRMY. The TCR CDR3 sequence is CASSLLAGGMDEQFF. Result: 0 (the TCR does not bind to the epitope). (4) The epitope is KLSALGINAV. The TCR CDR3 sequence is CASGPAPTSYNNEQFF. Result: 0 (the TCR does not bind to the epitope). (5) The epitope is GVAMPNLYK. The TCR CDR3 sequence is CSVWWDGYTF. Result: 1 (the TCR binds to the epitope). (6) The epitope is KAFSPEVIPMF. The TCR CDR3 sequence is CASSLRGIDEQYF. Result: 0 (the TCR does not bind to the epitope).